This data is from Peptide-MHC class II binding affinity with 134,281 pairs from IEDB. The task is: Regression. Given a peptide amino acid sequence and an MHC pseudo amino acid sequence, predict their binding affinity value. This is MHC class II binding data. (1) The peptide sequence is ANEAVQDPKFWELVD. The MHC is HLA-DQA10102-DQB10501 with pseudo-sequence HLA-DQA10102-DQB10501. The binding affinity (normalized) is 0.339. (2) The peptide sequence is PRGVTHDQLNNFRAG. The MHC is HLA-DPA10201-DPB10501 with pseudo-sequence HLA-DPA10201-DPB10501. The binding affinity (normalized) is 0.206. (3) The peptide sequence is HNWVNHAVPLAMKLI. The MHC is DRB1_1302 with pseudo-sequence DRB1_1302. The binding affinity (normalized) is 0.879. (4) The MHC is DRB1_0101 with pseudo-sequence DRB1_0101. The peptide sequence is EKKYFAATQFEPLEA. The binding affinity (normalized) is 0.455. (5) The peptide sequence is GFKAALAAAAGVQPADKYRT. The MHC is DRB1_0404 with pseudo-sequence DRB1_0404. The binding affinity (normalized) is 0.470. (6) The peptide sequence is SQWGWCGSTDEYCSP. The MHC is DRB1_0101 with pseudo-sequence DRB1_0101. The binding affinity (normalized) is 0. (7) The peptide sequence is PEQPEKPYPEQ. The MHC is HLA-DQA10501-DQB10201 with pseudo-sequence HLA-DQA10501-DQB10201. The binding affinity (normalized) is 0.